Dataset: Full USPTO retrosynthesis dataset with 1.9M reactions from patents (1976-2016). Task: Predict the reactants needed to synthesize the given product. (1) Given the product [F:29][C:18]1[CH:17]=[C:16]([C:30]2([OH:36])[CH2:31][CH2:32][O:33][CH2:34][CH2:35]2)[CH:15]=[C:14]([F:13])[C:19]=1[C:2]1[N:7]=[C:6]([C:8]([O:10][CH3:11])=[O:9])[CH:5]=[CH:4][C:3]=1[F:12], predict the reactants needed to synthesize it. The reactants are: Br[C:2]1[N:7]=[C:6]([C:8]([O:10][CH3:11])=[O:9])[CH:5]=[CH:4][C:3]=1[F:12].[F:13][C:14]1[CH:15]=[C:16]([C:30]2([OH:36])[CH2:35][CH2:34][O:33][CH2:32][CH2:31]2)[CH:17]=[C:18]([F:29])[C:19]=1B1OC(C)(C)C(C)(C)O1. (2) Given the product [CH2:1]([O:3][C:4]([N:6]1[CH2:12][CH2:11][C:10]2[C:13]([Br:22])=[C:14]([CH2:16][C:17]([F:20])([F:18])[F:19])[S:15][C:9]=2[CH2:8][CH2:7]1)=[O:5])[CH3:2], predict the reactants needed to synthesize it. The reactants are: [CH2:1]([O:3][C:4]([N:6]1[CH2:12][CH2:11][C:10]2[C:13]([Br:22])=[C:14]([C:16](=O)[C:17]([F:20])([F:19])[F:18])[S:15][C:9]=2[CH2:8][CH2:7]1)=[O:5])[CH3:2].[BH4-].[Na+].Cl[Sn]Cl.